From a dataset of Forward reaction prediction with 1.9M reactions from USPTO patents (1976-2016). Predict the product of the given reaction. (1) Given the reactants [F:1][C:2]1([F:23])[CH2:7][C@H:6]([OH:8])[C@@H:5]([C:9]2[CH:10]=[N:11][N:12]([CH2:14][C:15]3[CH:20]=[CH:19][C:18]([O:21][CH3:22])=[CH:17][CH:16]=3)[CH:13]=2)[CH2:4][CH2:3]1, predict the reaction product. The product is: [F:23][C:2]1([F:1])[CH2:7][C@@H:6]([OH:8])[C@H:5]([C:9]2[CH:10]=[N:11][N:12]([CH2:14][C:15]3[CH:16]=[CH:17][C:18]([O:21][CH3:22])=[CH:19][CH:20]=3)[CH:13]=2)[CH2:4][CH2:3]1. (2) The product is: [CH3:1][N:2]1[C@@H:12]2[CH2:13][C:14]3[CH:19]=[CH:18][C:17]([O:20][CH3:21])=[C:16]4[O:22][C@H:6]5[C:7]([CH2:9][CH2:10][C@:11]2([OH:23])[C@:5]5([C:15]=34)[CH2:4][CH2:3]1)=[O:8].[ClH:27]. Given the reactants [CH3:1][N:2]1[C@@H:12]2[CH2:13][C:14]3[CH:19]=[CH:18][C:17]([O:20][CH3:21])=[C:16]4[O:22][C@H:6]5[C:7]([CH2:9][CH2:10][C@:11]2([OH:23])[C@:5]5([C:15]=34)[CH2:4][CH2:3]1)=[O:8].O.O.O.[ClH:27].C(O)(=O)CCCCCCCCC.C(O)(=O)CCCCCCCCCCCCCCC(C)C.C(O)(=O)CCCCCCCCCCCCC.C(O)(=O)CCCCCCC/C=C\CCCCCCCC.CC(O)CNCC(O)C.O=C1O[C@H]([C@H](CO)O)C(O)=C1O.C=CC1C=CC=CC=1.C=CC(=C)C.C=CC1C=CC=CC=1.C(OCC)(=O)CCCCCCCCC(OCC)=O.C(OC(C)C)(=O)CCCCCCCCCCCCC.CC1C=C(C(C)(C)C)C(O)=C(C(C)(C)C)C=1.[Si](O)(O)(O)O, predict the reaction product. (3) Given the reactants [CH3:1][C:2]1[C:3]2[C:25](=[O:26])[CH:24]=[C:23]([CH3:27])[O:22][C:4]=2[N:5]([C:7]2[CH:14]=[CH:13][C:10]([C:11]#[N:12])=[C:9]([NH:15][CH:16]3[CH2:21][CH2:20][O:19][CH2:18][CH2:17]3)[CH:8]=2)[N:6]=1.C([OH:30])C.CS(C)=O, predict the reaction product. The product is: [CH3:1][C:2]1[C:3]2[C:25](=[O:26])[CH:24]=[C:23]([CH3:27])[O:22][C:4]=2[N:5]([C:7]2[CH:14]=[CH:13][C:10]([C:11]([NH2:12])=[O:30])=[C:9]([NH:15][CH:16]3[CH2:21][CH2:20][O:19][CH2:18][CH2:17]3)[CH:8]=2)[N:6]=1. (4) Given the reactants [F:1][C:2]([F:53])([F:52])[C:3]1[CH:8]=[CH:7][C:6]([C:9]2[C:10]([C:15]([NH:17][C:18]3[CH:19]=[C:20]4[C:24](=[CH:25][CH:26]=3)[N:23]([CH2:27][C:28]3[N:32]=[CH:31][N:30](C(C5C=CC=CC=5)(C5C=CC=CC=5)C5C=CC=CC=5)[N:29]=3)[CH2:22][CH2:21]4)=[O:16])=[CH:11][CH:12]=[CH:13][CH:14]=2)=[CH:5][CH:4]=1.Cl.C(OCC)(=O)C.O, predict the reaction product. The product is: [NH:30]1[CH:31]=[N:32][C:28]([CH2:27][N:23]2[C:24]3[C:20](=[CH:19][C:18]([NH:17][C:15]([C:10]4[C:9]([C:6]5[CH:5]=[CH:4][C:3]([C:2]([F:53])([F:1])[F:52])=[CH:8][CH:7]=5)=[CH:14][CH:13]=[CH:12][CH:11]=4)=[O:16])=[CH:26][CH:25]=3)[CH2:21][CH2:22]2)=[N:29]1. (5) Given the reactants [CH3:1][C@@:2]12[C:10](=[O:11])[CH2:9][CH2:8][C@H:7]1[C@@H:6]1[CH2:12][CH:13]=[C:14]3[CH2:19][C@@H:18]([OH:20])[CH2:17][CH2:16][C@:15]3([CH3:21])[C@H:5]1[CH2:4][CH2:3]2.CCN(CC)CC.O([Si](C)(C)C)S(C(F)(F)[F:34])(=O)=O.[B-](F)(F)(F)F.[B-](F)(F)(F)F.C1[N+]2(CCl)CC[N+](F)(CC2)C1.CCCC[N+](CCCC)(CCCC)CCCC.[F-].C1COCC1, predict the reaction product. The product is: [F:34][C@H:9]1[C:10](=[O:11])[C@:2]2([CH3:1])[CH:7]([CH:6]3[CH:5]([CH2:4][CH2:3]2)[C@:15]2([CH3:21])[C:14]([CH2:19][C@@H:18]([OH:20])[CH2:17][CH2:16]2)=[CH:13][CH2:12]3)[CH2:8]1. (6) The product is: [NH2:19][CH2:8][C@H:9]1[CH2:13][CH2:12][C@@H:11]([O:14][C:21]2[CH:22]=[C:23]3[C:28](=[CH:29][CH:30]=2)[C:27](=[O:31])[NH:26][CH:25]=[CH:24]3)[CH2:10]1. Given the reactants C(OC([CH:8]([NH2:19])[C@H:9]1[CH2:13][CH2:12][C@@H:11]([O:14]S(C)(=O)=O)[CH2:10]1)=O)(C)(C)C.O[C:21]1[CH:22]=[C:23]2[C:28](=[CH:29][CH:30]=1)[C:27](=[O:31])[NH:26][CH:25]=[CH:24]2.C(=O)([O-])[O-].[K+].[K+].C([O-])(O)=O.[Na+].FC(F)(F)C(O)=O, predict the reaction product. (7) Given the reactants [NH2:1][C@@H:2]([CH2:13][OH:14])[CH2:3][C:4]1[C:12]2[C:7](=[CH:8][CH:9]=[CH:10][CH:11]=2)[NH:6][CH:5]=1.N1C=CN=C1.[Si:20](Cl)([C:23]([CH3:26])([CH3:25])[CH3:24])([CH3:22])[CH3:21], predict the reaction product. The product is: [Si:20]([O:14][CH2:13][C@H:2]([NH2:1])[CH2:3][C:4]1[C:12]2[C:7](=[CH:8][CH:9]=[CH:10][CH:11]=2)[NH:6][CH:5]=1)([C:23]([CH3:26])([CH3:25])[CH3:24])([CH3:22])[CH3:21]. (8) Given the reactants [CH3:1][C:2]1[O:3]CC[N:6]=1.[CH:7]1[C:16]2[C:11](=[CH:12][CH:13]=[CH:14][CH:15]=2)[CH:10]=[CH:9][C:8]=1[OH:17].[C:18](OCC)(=O)[CH3:19], predict the reaction product. The product is: [CH:7]1[C:16]2[C:11](=[CH:12][CH:13]=[CH:14][CH:15]=2)[CH:10]=[CH:9][C:8]=1[O:17][CH2:18][CH2:19][CH2:1][C:2]([NH2:6])=[O:3]. (9) Given the reactants C(OC(=O)[NH:7][C@H:8]([C:16]1[NH:35][C:19]2=[CH:20][C:21]3[C:22]([CH3:34])([CH3:33])[C:23](=[O:32])[N:24]([CH2:27][CH2:28][CH2:29][CH2:30][CH3:31])[C:25]=3[CH:26]=[C:18]2[N:17]=1)[CH2:9][C:10]1[CH:15]=[CH:14][CH:13]=[CH:12][CH:11]=1)(C)(C)C.Cl, predict the reaction product. The product is: [NH2:7][C@H:8]([C:16]1[NH:35][C:19]2=[CH:20][C:21]3[C:22]([CH3:34])([CH3:33])[C:23](=[O:32])[N:24]([CH2:27][CH2:28][CH2:29][CH2:30][CH3:31])[C:25]=3[CH:26]=[C:18]2[N:17]=1)[CH2:9][C:10]1[CH:11]=[CH:12][CH:13]=[CH:14][CH:15]=1.